Dataset: Forward reaction prediction with 1.9M reactions from USPTO patents (1976-2016). Task: Predict the product of the given reaction. (1) Given the reactants [CH2:1]([O:8][C:9](=[O:18])[C:10]1[CH:15]=[CH:14][C:13](Br)=[C:12]([CH3:17])[CH:11]=1)[C:2]1[CH:7]=[CH:6][CH:5]=[CH:4][CH:3]=1.[C:19]([O:23][CH3:24])(=[O:22])[CH:20]=[CH2:21].C(N(C(C)C)CC)(C)C, predict the reaction product. The product is: [CH2:1]([O:8][C:9](=[O:18])[C:10]1[CH:15]=[CH:14][C:13]([CH:21]=[CH:20][C:19]([O:23][CH3:24])=[O:22])=[C:12]([CH3:17])[CH:11]=1)[C:2]1[CH:7]=[CH:6][CH:5]=[CH:4][CH:3]=1. (2) Given the reactants [F:1][C:2]([F:21])([F:20])[O:3][C:4]1[CH:19]=[CH:18][C:7]([O:8][CH2:9][C:10]2[O:14][N:13]=[C:12]([C:15]([OH:17])=O)[CH:11]=2)=[CH:6][CH:5]=1.C(N(CC)CC)C.Cl.C(N=C=NCCCN(C)C)C.ON1C2C=CC=CC=2N=N1.[O:51]1[CH2:56][CH2:55][CH:54]([CH2:57][NH2:58])[CH2:53][CH2:52]1, predict the reaction product. The product is: [O:51]1[CH2:56][CH2:55][CH:54]([CH2:57][NH:58][C:15]([C:12]2[CH:11]=[C:10]([CH2:9][O:8][C:7]3[CH:6]=[CH:5][C:4]([O:3][C:2]([F:1])([F:21])[F:20])=[CH:19][CH:18]=3)[O:14][N:13]=2)=[O:17])[CH2:53][CH2:52]1.